Task: Predict the product of the given reaction.. Dataset: Forward reaction prediction with 1.9M reactions from USPTO patents (1976-2016) (1) Given the reactants [CH3:1][C:2]1[CH:3]=[C:4]([C:15]2[CH:16]=[N:17][N:18]([CH:20]3[CH2:23][CH:22]([C:24](O)=[O:25])[CH2:21]3)[CH:19]=2)[CH:5]=[C:6]([NH:8][C:9]2[N:14]=[CH:13][CH:12]=[CH:11][N:10]=2)[CH:7]=1.C([N:29](CC)CC)C.[OH-].[NH4+], predict the reaction product. The product is: [CH3:1][C:2]1[CH:3]=[C:4]([C:15]2[CH:16]=[N:17][N:18]([CH:20]3[CH2:21][CH:22]([C:24]([NH2:29])=[O:25])[CH2:23]3)[CH:19]=2)[CH:5]=[C:6]([NH:8][C:9]2[N:10]=[CH:11][CH:12]=[CH:13][N:14]=2)[CH:7]=1. (2) The product is: [CH3:22][S:21][C:20](=[O:24])[NH:10][CH2:9][C:4]1[C:3]([Cl:2])=[N:8][CH:7]=[CH:6][N:5]=1. Given the reactants Cl.[Cl:2][C:3]1[C:4]([CH2:9][NH2:10])=[N:5][CH:6]=[CH:7][N:8]=1.C(N(CC)C(C)C)(C)C.[C:20](=[O:24])(Cl)[S:21][CH3:22], predict the reaction product. (3) Given the reactants [F:1][C:2]([F:31])([F:30])[CH2:3][O:4][CH2:5][CH2:6][O:7][CH2:8][CH2:9][O:10][CH2:11][CH2:12][O:13][CH2:14][CH2:15][O:16][CH2:17][CH2:18][O:19][CH2:20][CH2:21][O:22]CC1C=CC=CC=1, predict the reaction product. The product is: [F:1][C:2]([F:30])([F:31])[CH2:3][O:4][CH2:5][CH2:6][O:7][CH2:8][CH2:9][O:10][CH2:11][CH2:12][O:13][CH2:14][CH2:15][O:16][CH2:17][CH2:18][O:19][CH2:20][CH2:21][OH:22]. (4) Given the reactants [O:1]1[C:5]2[CH:6]=[CH:7][CH:8]=[CH:9][C:4]=2[CH2:3][CH:2]1C(O)=O.B.B.[O:15]1CCC[CH2:16]1.CO, predict the reaction product. The product is: [O:1]1[C:5]2[C:6]([CH2:16][OH:15])=[CH:7][CH:8]=[CH:9][C:4]=2[CH2:3][CH2:2]1. (5) Given the reactants [CH2:1]([O:4][C:5](=[O:23])[NH:6][C:7]1[CH:12]=[CH:11][CH:10]=[C:9]([C:13](=O)[CH2:14][C:15]2[CH:20]=[CH:19][N:18]=[C:17]([Cl:21])[N:16]=2)[CH:8]=1)[CH:2]=[CH2:3].C1C(=O)N(Br)C(=O)C1.[C:32]([NH2:35])(=[S:34])[CH3:33], predict the reaction product. The product is: [CH2:1]([O:4][C:5](=[O:23])[NH:6][C:7]1[CH:12]=[CH:11][CH:10]=[C:9]([C:13]2[N:35]=[C:32]([CH3:33])[S:34][C:14]=2[C:15]2[CH:20]=[CH:19][N:18]=[C:17]([Cl:21])[N:16]=2)[CH:8]=1)[CH:2]=[CH2:3]. (6) Given the reactants C([N:4]([CH2:8][CH3:9])[CH:5](C)C)(C)C.CN(C(ON1N=N[C:20]2[CH:21]=[CH:22][CH:23]=N[C:19]1=2)=[N+](C)C)C.F[P-](F)(F)(F)(F)F.[C:34]([O:38][C:39]([NH:41][C@@H:42]1[CH2:47][CH2:46][C@H:45]([N:48]2[C:53](=[O:54])[C:52]3[CH:55]=[C:56]([F:59])[CH:57]=[N:58][C:51]=3[N:50]([C:60]3[CH:61]=[C:62]([CH:66]=[CH:67][CH:68]=3)[C:63]([OH:65])=O)[C:49]2=[O:69])[CH2:44][CH2:43]1)=[O:40])([CH3:37])([CH3:36])[CH3:35].C(CN)C1C=CC=CC=1, predict the reaction product. The product is: [CH2:8]([N:4]([CH3:5])[C:63]([C:62]1[CH:61]=[C:60]([N:50]2[C:51]3[N:58]=[CH:57][C:56]([F:59])=[CH:55][C:52]=3[C:53](=[O:54])[N:48]([C@@H:45]3[CH2:46][CH2:47][C@H:42]([NH:41][C:39](=[O:40])[O:38][C:34]([CH3:35])([CH3:36])[CH3:37])[CH2:43][CH2:44]3)[C:49]2=[O:69])[CH:68]=[CH:67][CH:66]=1)=[O:65])[C:9]1[CH:23]=[CH:22][CH:21]=[CH:20][CH:19]=1.